This data is from NCI-60 drug combinations with 297,098 pairs across 59 cell lines. The task is: Regression. Given two drug SMILES strings and cell line genomic features, predict the synergy score measuring deviation from expected non-interaction effect. (1) Drug 1: C1CN1C2=NC(=NC(=N2)N3CC3)N4CC4. Synergy scores: CSS=47.9, Synergy_ZIP=-2.87, Synergy_Bliss=-2.64, Synergy_Loewe=2.43, Synergy_HSA=5.32. Drug 2: CC1=C(C(=O)C2=C(C1=O)N3CC4C(C3(C2COC(=O)N)OC)N4)N. Cell line: LOX IMVI. (2) Drug 1: CCC1(CC2CC(C3=C(CCN(C2)C1)C4=CC=CC=C4N3)(C5=C(C=C6C(=C5)C78CCN9C7C(C=CC9)(C(C(C8N6C)(C(=O)OC)O)OC(=O)C)CC)OC)C(=O)OC)O.OS(=O)(=O)O. Drug 2: C1=CN(C=N1)CC(O)(P(=O)(O)O)P(=O)(O)O. Cell line: COLO 205. Synergy scores: CSS=2.07, Synergy_ZIP=-2.32, Synergy_Bliss=-4.13, Synergy_Loewe=-0.00461, Synergy_HSA=-2.61. (3) Drug 1: C1CCC(C1)C(CC#N)N2C=C(C=N2)C3=C4C=CNC4=NC=N3. Synergy scores: CSS=22.7, Synergy_ZIP=1.27, Synergy_Bliss=3.48, Synergy_Loewe=-8.96, Synergy_HSA=-4.43. Cell line: UACC62. Drug 2: C1=C(C(=O)NC(=O)N1)N(CCCl)CCCl. (4) Drug 1: C1CC(=O)NC(=O)C1N2CC3=C(C2=O)C=CC=C3N. Drug 2: CCC1=C2CN3C(=CC4=C(C3=O)COC(=O)C4(CC)O)C2=NC5=C1C=C(C=C5)O. Cell line: IGROV1. Synergy scores: CSS=38.5, Synergy_ZIP=-5.57, Synergy_Bliss=2.94, Synergy_Loewe=-18.9, Synergy_HSA=6.34. (5) Drug 1: C1=CC(=CC=C1CCC2=CNC3=C2C(=O)NC(=N3)N)C(=O)NC(CCC(=O)O)C(=O)O. Drug 2: COC1=C2C(=CC3=C1OC=C3)C=CC(=O)O2. Cell line: HS 578T. Synergy scores: CSS=24.5, Synergy_ZIP=8.36, Synergy_Bliss=12.9, Synergy_Loewe=0.895, Synergy_HSA=12.4. (6) Drug 1: CC(CN1CC(=O)NC(=O)C1)N2CC(=O)NC(=O)C2. Drug 2: CC1CCC2CC(C(=CC=CC=CC(CC(C(=O)C(C(C(=CC(C(=O)CC(OC(=O)C3CCCCN3C(=O)C(=O)C1(O2)O)C(C)CC4CCC(C(C4)OC)O)C)C)O)OC)C)C)C)OC. Cell line: HS 578T. Synergy scores: CSS=10.1, Synergy_ZIP=-7.78, Synergy_Bliss=-10.5, Synergy_Loewe=-10.4, Synergy_HSA=-5.49. (7) Drug 1: C1CCC(C1)C(CC#N)N2C=C(C=N2)C3=C4C=CNC4=NC=N3. Drug 2: CCC(=C(C1=CC=CC=C1)C2=CC=C(C=C2)OCCN(C)C)C3=CC=CC=C3.C(C(=O)O)C(CC(=O)O)(C(=O)O)O. Cell line: K-562. Synergy scores: CSS=12.5, Synergy_ZIP=0.0160, Synergy_Bliss=4.33, Synergy_Loewe=-1.03, Synergy_HSA=0.323. (8) Drug 1: CN1C2=C(C=C(C=C2)N(CCCl)CCCl)N=C1CCCC(=O)O.Cl. Drug 2: CC1CCCC2(C(O2)CC(NC(=O)CC(C(C(=O)C(C1O)C)(C)C)O)C(=CC3=CSC(=N3)C)C)C. Cell line: A498. Synergy scores: CSS=32.3, Synergy_ZIP=0.848, Synergy_Bliss=-0.944, Synergy_Loewe=-28.5, Synergy_HSA=-1.42. (9) Drug 1: CC(C)(C#N)C1=CC(=CC(=C1)CN2C=NC=N2)C(C)(C)C#N. Drug 2: CC1=C(C(=O)C2=C(C1=O)N3CC4C(C3(C2COC(=O)N)OC)N4)N. Cell line: EKVX. Synergy scores: CSS=12.8, Synergy_ZIP=-6.04, Synergy_Bliss=0.517, Synergy_Loewe=-1.52, Synergy_HSA=3.56.